The task is: Predict the product of the given reaction.. This data is from Forward reaction prediction with 1.9M reactions from USPTO patents (1976-2016). (1) Given the reactants Cl[C:2]1[C:11]2[C:6](=[CH:7][CH:8]=[C:9]([CH3:12])[CH:10]=2)[N:5]=[C:4]([N:13]2[CH2:19][C:18]3[CH:20]=[CH:21][CH:22]=[CH:23][C:17]=3[S:16](=[O:25])(=[O:24])[CH2:15][CH2:14]2)[CH:3]=1.[C:26]1([NH2:33])[CH:31]=[CH:30][CH:29]=[C:28]([NH2:32])[CH:27]=1.C1(P(C2C=CC=CC=2)C2C=CC3C(=CC=CC=3)C=2C2C3C(=CC=CC=3)C=CC=2P(C2C=CC=CC=2)C2C=CC=CC=2)C=CC=CC=1.P([O-])([O-])([O-])=O.[K+].[K+].[K+], predict the reaction product. The product is: [O:24]=[S:16]1(=[O:25])[C:17]2[CH:23]=[CH:22][CH:21]=[CH:20][C:18]=2[CH2:19][N:13]([C:4]2[CH:3]=[C:2]([NH:32][C:28]3[CH:29]=[CH:30][CH:31]=[C:26]([NH2:33])[CH:27]=3)[C:11]3[C:6](=[CH:7][CH:8]=[C:9]([CH3:12])[CH:10]=3)[N:5]=2)[CH2:14][CH2:15]1. (2) Given the reactants [CH3:1][N:2]([CH3:8])[CH:3]1[CH2:7][CH2:6][NH:5][CH2:4]1.BrC1C=CC(OC)=C([N+]([O-])=O)C=1.[CH3:21][O:22][C:23]1[C:28]2[N:29]=[C:30]([NH:32][C:33]([C:35]3[S:36][C:37]([CH3:40])=[CH:38][CH:39]=3)=[O:34])[S:31][C:27]=2[C:26](N2CCOCC2)=[CH:25][CH:24]=1, predict the reaction product. The product is: [CH3:1][N:2]([CH3:8])[CH:3]1[CH2:7][CH2:6][N:5]([C:26]2[C:27]3[S:31][C:30]([NH:32][C:33]([C:35]4[S:36][C:37]([CH3:40])=[CH:38][CH:39]=4)=[O:34])=[N:29][C:28]=3[C:23]([O:22][CH3:21])=[CH:24][CH:25]=2)[CH2:4]1. (3) Given the reactants BrN1C(=O)CCC1=O.[O:9]1[C:13]2[CH:14]=[CH:15][C:16]([CH2:18][C:19]([OH:21])=[O:20])=[CH:17][C:12]=2[CH2:11][CH2:10]1, predict the reaction product. The product is: [O:9]1[C:13]2[CH:14]=[CH:15][C:16]([CH2:18][C:19]([OH:21])=[O:20])=[CH:17][C:12]=2[CH:11]=[CH:10]1.